This data is from Full USPTO retrosynthesis dataset with 1.9M reactions from patents (1976-2016). The task is: Predict the reactants needed to synthesize the given product. Given the product [N:1]1([CH:6]2[CH2:10][CH2:9][CH2:8][CH:7]2[NH:11][C:26]([C:17]2[C:18]([C:20]3[CH:25]=[CH:24][CH:23]=[CH:22][CH:21]=3)=[CH:19][C:14]([C:13]([F:29])([F:30])[F:12])=[CH:15][CH:16]=2)=[O:27])[CH2:2][CH2:3][CH2:4][CH2:5]1, predict the reactants needed to synthesize it. The reactants are: [N:1]1([C@H:6]2[CH2:10][CH2:9][CH2:8][C@H:7]2[NH2:11])[CH2:5][CH2:4][CH2:3][CH2:2]1.[F:12][C:13]([F:30])([F:29])[C:14]1[CH:19]=[C:18]([C:20]2[CH:25]=[CH:24][CH:23]=[CH:22][CH:21]=2)[C:17]([C:26](O)=[O:27])=[CH:16][CH:15]=1.